Dataset: Peptide-MHC class I binding affinity with 185,985 pairs from IEDB/IMGT. Task: Regression. Given a peptide amino acid sequence and an MHC pseudo amino acid sequence, predict their binding affinity value. This is MHC class I binding data. (1) The peptide sequence is YSTVRDLFL. The MHC is HLA-B18:01 with pseudo-sequence HLA-B18:01. The binding affinity (normalized) is 0.0847. (2) The peptide sequence is NERRAWNFL. The MHC is HLA-B44:03 with pseudo-sequence HLA-B44:03. The binding affinity (normalized) is 0.293. (3) The peptide sequence is LVGPTPVNI. The MHC is HLA-B18:01 with pseudo-sequence HLA-B18:01. The binding affinity (normalized) is 0. (4) The peptide sequence is ELKETLLHV. The MHC is HLA-A02:01 with pseudo-sequence HLA-A02:01. The binding affinity (normalized) is 0.226.